From a dataset of Full USPTO retrosynthesis dataset with 1.9M reactions from patents (1976-2016). Predict the reactants needed to synthesize the given product. Given the product [CH:24]1([C:4]2[N:5]3[C:10]4[CH:11]=[CH:12][NH:13][C:9]=4[N:8]=[CH:7][C:6]3=[C:2]([C:33]3[CH:38]=[CH:37][CH:36]=[CH:35][CH:34]=3)[N:3]=2)[CH2:25][CH2:26][CH2:27][CH2:28][CH2:29]1, predict the reactants needed to synthesize it. The reactants are: Br[C:2]1[N:3]=[C:4]([CH:24]2[CH2:29][CH2:28][CH2:27][CH2:26][CH2:25]2)[N:5]2[C:10]3[CH:11]=[CH:12][N:13](S(C4C=CC(C)=CC=4)(=O)=O)[C:9]=3[N:8]=[CH:7][C:6]=12.C(Cl)Cl.[C:33]1(B(O)O)[CH:38]=[CH:37][CH:36]=[CH:35][CH:34]=1.C([O-])([O-])=O.[Na+].[Na+].